The task is: Predict the reaction yield, written as a fraction of the theoretical maximum amount of product (1.0 means a 100% yield; for example, 0.34 means a 34% yield).. This data is from Reaction yield outcomes from USPTO patents with 853,638 reactions. (1) The reactants are Cl[C:2]1[N:7]=[C:6]([N:8]2[CH2:13][CH2:12][CH:11]([CH3:14])[CH2:10][CH2:9]2)[C:5]([N+:15]([O-:17])=[O:16])=[CH:4][CH:3]=1.Br.[CH3:19][N:20]1[CH2:25][CH2:24][NH:23][CH2:22][C:21]1=[O:26].C([O-])([O-])=O.[K+].[K+]. The catalyst is CN(C=O)C. The product is [CH3:19][N:20]1[CH2:25][CH2:24][N:23]([C:2]2[N:7]=[C:6]([N:8]3[CH2:13][CH2:12][CH:11]([CH3:14])[CH2:10][CH2:9]3)[C:5]([N+:15]([O-:17])=[O:16])=[CH:4][CH:3]=2)[CH2:22][C:21]1=[O:26]. The yield is 0.810. (2) The reactants are [F:1][C:2]1[CH:7]=[C:6]([S:8]([CH3:11])(=[O:10])=[O:9])[CH:5]=[CH:4][C:3]=1[OH:12].Cl[C:14]1[N:19]=[CH:18][N:17]=[C:16]2[N:20]([CH:23]3[CH2:28][CH2:27][N:26]([C:29]4[O:33][N:32]=[C:31]([CH:34]([CH3:36])[CH3:35])[N:30]=4)[CH2:25][CH2:24]3)[N:21]=[CH:22][C:15]=12.C(=O)([O-])[O-].[K+].[K+]. The catalyst is CN(C=O)C. The product is [F:1][C:2]1[CH:7]=[C:6]([S:8]([CH3:11])(=[O:9])=[O:10])[CH:5]=[CH:4][C:3]=1[O:12][C:14]1[N:19]=[CH:18][N:17]=[C:16]2[N:20]([CH:23]3[CH2:24][CH2:25][N:26]([C:29]4[O:33][N:32]=[C:31]([CH:34]([CH3:36])[CH3:35])[N:30]=4)[CH2:27][CH2:28]3)[N:21]=[CH:22][C:15]=12. The yield is 0.140.